Dataset: Catalyst prediction with 721,799 reactions and 888 catalyst types from USPTO. Task: Predict which catalyst facilitates the given reaction. (1) Reactant: [O:1]1[CH:5]=[CH:4][C:3]([CH2:6]O)=[CH:2]1.C1(P([N:22]=[N+:23]=[N-:24])(C2C=CC=CC=2)=O)C=CC=CC=1.CCCCCCC=CCCC. Product: [N:22]([CH2:6][C:3]1[CH:4]=[CH:5][O:1][CH:2]=1)=[N+:23]=[N-:24]. The catalyst class is: 11. (2) Reactant: [CH:1]([C:3]1[CH:8]=[CH:7][CH:6]=[C:5]([CH:9]=O)[N:4]=1)=O.[NH2:11][C:12]1[C:21]2[C:16](=[CH:17][CH:18]=[CH:19][CH:20]=2)[CH:15]=[CH:14][C:13]=1[CH3:22].[C:23](O)(=O)[CH3:24]. Product: [CH3:22][C:13]1[CH:14]=[CH:15][C:16]2[C:21](=[CH:20][CH:19]=[CH:18][CH:17]=2)[C:12]=1[N:11]=[CH:1][C:3]1[CH:8]=[CH:7][CH:6]=[C:5]([CH:9]=[N:11][C:12]2[C:21]3[C:16](=[CH:17][CH:18]=[CH:19][CH:20]=3)[CH:15]=[CH:14][C:23]=2[CH3:24])[N:4]=1. The catalyst class is: 8. (3) Reactant: [C:1]12([C:11]3[CH:12]=[C:13]([C:18]4[N:23]=[CH:22][C:21]([CH:24]=[O:25])=[CH:20][CH:19]=4)[CH:14]=[CH:15][C:16]=3[OH:17])[CH2:10][CH:5]3[CH2:6][CH:7]([CH2:9][CH:3]([CH2:4]3)[CH2:2]1)[CH2:8]2.F[B-](F)(F)F.[O:31]=[N+:32]=[O:33]. Product: [C:1]12([C:11]3[CH:12]=[C:13]([C:18]4[N:23]=[CH:22][C:21]([CH:24]=[O:25])=[CH:20][CH:19]=4)[CH:14]=[C:15]([N+:32]([O-:33])=[O:31])[C:16]=3[OH:17])[CH2:2][CH:3]3[CH2:9][CH:7]([CH2:6][CH:5]([CH2:4]3)[CH2:10]1)[CH2:8]2. The catalyst class is: 4. (4) Reactant: C([NH:4][C@:5]1([C:22](NC(C)(C)C)=[O:23])[C@@H:9]([CH2:10][CH2:11][CH2:12][B:13]2[O:17]C(C)(C)C(C)(C)[O:14]2)[CH2:8][NH:7][CH2:6]1)(=O)C.C([N:36]1[CH2:41][CH2:40][CH2:39][C:38](=O)[CH2:37]1)(OC(C)(C)C)=O.S([O-])([O-])(=O)=[O:44].[Na+].[Na+].C(O)(=O)C.C(O[BH-](OC(=O)C)OC(=O)C)(=O)C.[Na+].C(=O)([O-])[O-].[Na+].[Na+]. Product: [NH2:4][C@:5]1([C:22]([OH:23])=[O:44])[C@@H:9]([CH2:10][CH2:11][CH2:12][B:13]([OH:14])[OH:17])[CH2:8][N:7]([CH:38]2[CH2:39][CH2:40][CH2:41][NH:36][CH2:37]2)[CH2:6]1. The catalyst class is: 26. (5) Reactant: C([O:3][C:4](=[O:44])[CH2:5][CH2:6][N:7]1[C:11]2[CH:12]=[CH:13][CH:14]=[CH:15][C:10]=2[N:9]=[C:8]1[C:16]([N:18]([CH2:40][CH:41]([CH3:43])[CH3:42])[C@H:19]1[CH2:24][C@@H:23]([C:25]([N:27]2[CH2:32][CH2:31][O:30][CH2:29][CH2:28]2)=[O:26])[CH2:22][N:21]([C:33]([O:35][C:36]([CH3:39])([CH3:38])[CH3:37])=[O:34])[CH2:20]1)=[O:17])C.[OH-].[Na+].Cl. Product: [C:36]([O:35][C:33]([N:21]1[CH2:22][C@H:23]([C:25]([N:27]2[CH2:32][CH2:31][O:30][CH2:29][CH2:28]2)=[O:26])[CH2:24][C@H:19]([N:18]([CH2:40][CH:41]([CH3:43])[CH3:42])[C:16]([C:8]2[N:7]([CH2:6][CH2:5][C:4]([OH:44])=[O:3])[C:11]3[CH:12]=[CH:13][CH:14]=[CH:15][C:10]=3[N:9]=2)=[O:17])[CH2:20]1)=[O:34])([CH3:37])([CH3:39])[CH3:38]. The catalyst class is: 8.